Dataset: Peptide-MHC class I binding affinity with 185,985 pairs from IEDB/IMGT. Task: Regression. Given a peptide amino acid sequence and an MHC pseudo amino acid sequence, predict their binding affinity value. This is MHC class I binding data. (1) The peptide sequence is IEGQPVEVL. The MHC is Mamu-A11 with pseudo-sequence Mamu-A11. The binding affinity (normalized) is 0.661. (2) The peptide sequence is KMDVTPLDY. The MHC is HLA-A23:01 with pseudo-sequence HLA-A23:01. The binding affinity (normalized) is 0.0847. (3) The peptide sequence is AFDLSHFLK. The MHC is HLA-A68:02 with pseudo-sequence HLA-A68:02. The binding affinity (normalized) is 0. (4) The peptide sequence is RSVWIPGRW. The binding affinity (normalized) is 0.723. The MHC is HLA-B57:01 with pseudo-sequence HLA-B57:01. (5) The binding affinity (normalized) is 0.0847. The peptide sequence is APPHGGIAF. The MHC is HLA-A26:01 with pseudo-sequence HLA-A26:01. (6) The peptide sequence is WASGVPAAT. The MHC is HLA-B35:01 with pseudo-sequence HLA-B35:01. The binding affinity (normalized) is 0.468. (7) The peptide sequence is RLSILSKDK. The MHC is HLA-A31:01 with pseudo-sequence HLA-A31:01. The binding affinity (normalized) is 0.143. (8) The MHC is Mamu-A07 with pseudo-sequence Mamu-A07. The binding affinity (normalized) is 0.895. The peptide sequence is NHIDVELSL.